Predict the reactants needed to synthesize the given product. From a dataset of Full USPTO retrosynthesis dataset with 1.9M reactions from patents (1976-2016). (1) Given the product [CH3:21][N:18]1[CH2:17][CH2:16][C:8]2[C:9]3[CH:10]=[C:11]([CH3:15])[CH:12]=[CH:13][C:14]=3[N:6]([CH2:5][CH:4]([C:22]3[CH:23]=[CH:24][N:25]=[CH:26][CH:27]=3)[NH2:1])[C:7]=2[CH2:20][CH2:19]1, predict the reactants needed to synthesize it. The reactants are: [N:1]([CH:4]([C:22]1[CH:27]=[CH:26][N:25]=[CH:24][CH:23]=1)[CH2:5][N:6]1[C:14]2[CH:13]=[CH:12][C:11]([CH3:15])=[CH:10][C:9]=2[C:8]2[CH2:16][CH2:17][N:18]([CH3:21])[CH2:19][CH2:20][C:7]1=2)=[N+]=[N-].[Cl-].[NH4+]. (2) Given the product [C:22](=[O:23])([O:24][CH3:25])[O:13][C:7]1[CH:8]=[CH:9][C:10]([F:12])=[CH:11][C:6]=1[CH:1]1[CH2:2][CH2:3][CH2:4][CH2:5]1, predict the reactants needed to synthesize it. The reactants are: [CH:1]1([C:6]2[CH:11]=[C:10]([F:12])[CH:9]=[CH:8][C:7]=2[OH:13])[CH2:5][CH2:4][CH2:3][CH2:2]1.C(N(CC)CC)C.Cl[C:22]([O:24][CH3:25])=[O:23].